Dataset: Forward reaction prediction with 1.9M reactions from USPTO patents (1976-2016). Task: Predict the product of the given reaction. Given the reactants [Br:1][C:2]1[CH:7]=[CH:6][C:5]([S:8](Cl)(=[O:10])=[O:9])=[CH:4][C:3]=1[CH3:12].C[CH2:14][N:15](C(C)C)C(C)C.CN, predict the reaction product. The product is: [Br:1][C:2]1[CH:7]=[CH:6][C:5]([S:8]([NH:15][CH3:14])(=[O:10])=[O:9])=[CH:4][C:3]=1[CH3:12].